Regression. Given two drug SMILES strings and cell line genomic features, predict the synergy score measuring deviation from expected non-interaction effect. From a dataset of NCI-60 drug combinations with 297,098 pairs across 59 cell lines. (1) Drug 1: CCN(CC)CCNC(=O)C1=C(NC(=C1C)C=C2C3=C(C=CC(=C3)F)NC2=O)C. Drug 2: COCCOC1=C(C=C2C(=C1)C(=NC=N2)NC3=CC=CC(=C3)C#C)OCCOC.Cl. Cell line: 786-0. Synergy scores: CSS=16.3, Synergy_ZIP=-3.96, Synergy_Bliss=-3.29, Synergy_Loewe=9.97, Synergy_HSA=0.296. (2) Drug 1: C1=C(C(=O)NC(=O)N1)F. Drug 2: C1CCC(C(C1)N)N.C(=O)(C(=O)[O-])[O-].[Pt+4]. Cell line: SNB-75. Synergy scores: CSS=20.7, Synergy_ZIP=-4.40, Synergy_Bliss=-4.20, Synergy_Loewe=-2.29, Synergy_HSA=-1.84. (3) Synergy scores: CSS=29.4, Synergy_ZIP=-8.12, Synergy_Bliss=-0.0264, Synergy_Loewe=-1.06, Synergy_HSA=1.17. Drug 2: CN(CC1=CN=C2C(=N1)C(=NC(=N2)N)N)C3=CC=C(C=C3)C(=O)NC(CCC(=O)O)C(=O)O. Cell line: SK-MEL-5. Drug 1: CC1OCC2C(O1)C(C(C(O2)OC3C4COC(=O)C4C(C5=CC6=C(C=C35)OCO6)C7=CC(=C(C(=C7)OC)O)OC)O)O.